From a dataset of Full USPTO retrosynthesis dataset with 1.9M reactions from patents (1976-2016). Predict the reactants needed to synthesize the given product. (1) Given the product [NH2:33][C:15]1[N:16]=[CH:17][C:18]([C:19]2[CH:20]=[N:21][N:22]([CH2:24][CH2:25][OH:26])[CH:23]=2)=[C:13]2[CH:12]=[C:11]([C:6]3[CH:7]=[CH:8][CH:9]=[C:10]4[C:5]=3[CH:4]=[CH:3][N:2]=[CH:1]4)[O:34][C:14]=12, predict the reactants needed to synthesize it. The reactants are: [CH:1]1[C:10]2[C:5](=[C:6]([C:11]3[O:34][C:14]4=[C:15]([NH2:33])[N:16]=[CH:17][C:18]([C:19]5[CH:20]=[N:21][N:22]([CH2:24][CH2:25][O:26]C6CCCCO6)[CH:23]=5)=[C:13]4[CH:12]=3)[CH:7]=[CH:8][CH:9]=2)[CH:4]=[CH:3][N:2]=1.Cl. (2) Given the product [CH3:1][C:2]1[C:3]2[C:8](=[CH:7][CH:6]=[CH:5][CH:4]=2)[C:9]2=[C:10]3[C:15]=1[CH:14]=[CH:13][CH:12]=[C:11]3[C:16](=[O:20])[C:17]2=[O:18], predict the reactants needed to synthesize it. The reactants are: [CH3:1][C:2]1[C:3]2[C:8]([CH:9]=[C:10]3[C:15]=1[CH:14]=[CH:13][CH:12]=[CH:11]3)=[CH:7][CH:6]=[CH:5][CH:4]=2.[C:16](Cl)(=[O:20])[C:17](Cl)=[O:18].[Cl-].[Al+3].[Cl-].[Cl-].Cl. (3) Given the product [CH3:38][O:37][C@H:36]1[C@@H:31]([NH:30][C:14]2[C:13](=[O:44])[C:12]3[CH:11]=[C:10]4[C:19]([C:20](=[O:27])[C@@:21]5([O:25][CH3:26])[C@@:8]([OH:46])([C:9]4=[O:45])[C:7]4[C:2]([OH:1])=[C:3]([C:48]([O:50][CH3:51])=[O:49])[C:4]([CH3:47])=[CH:5][C:6]=4[CH2:23][C@H:22]5[OH:24])=[C:18]([OH:28])[C:17]=3[C:16](=[O:29])[CH:15]=2)[O:32][C@@H:33]([CH3:43])[C@H:34]([O:41][CH3:42])/[C:35]/1=[N:39]/[O:40][CH3:54], predict the reactants needed to synthesize it. The reactants are: [OH:1][C:2]1[C:7]2[C@@:8]3([OH:46])[C@@:21]([O:25][CH3:26])([C@H:22]([OH:24])[CH2:23][C:6]=2[CH:5]=[C:4]([CH3:47])[C:3]=1[C:48]([O:50][CH3:51])=[O:49])[C:20](=[O:27])[C:19]1[C:10](=[CH:11][C:12]2[C:13](=[O:44])[C:14]([NH:30][C@@H:31]4[C@H:36]([O:37][CH3:38])[C:35](=[N:39][OH:40])[C@@H:34]([O:41][CH3:42])[C@H:33]([CH3:43])[O:32]4)=[CH:15][C:16](=[O:29])[C:17]=2[C:18]=1[OH:28])[C:9]3=[O:45].Cl.O(N)[CH3:54].N1C=CC=CC=1. (4) Given the product [CH2:1]([N:8]1[CH:13]2[CH2:14][CH2:15][CH:9]1[CH2:10][CH:11]([NH:16][C:17]1[CH:22]=[CH:21][C:20]([F:23])=[CH:19][C:18]=1[NH:24][C:35]([CH:32]1[CH2:34][CH2:33]1)=[O:36])[CH2:12]2)[C:2]1[CH:7]=[CH:6][CH:5]=[CH:4][CH:3]=1, predict the reactants needed to synthesize it. The reactants are: [CH2:1]([N:8]1[CH:13]2[CH2:14][CH2:15][CH:9]1[CH2:10][CH:11]([NH:16][C:17]1[C:18]([NH2:24])=[CH:19][C:20]([F:23])=[CH:21][CH:22]=1)[CH2:12]2)[C:2]1[CH:7]=[CH:6][CH:5]=[CH:4][CH:3]=1.C(N(CC)CC)C.[CH:32]1([C:35](Cl)=[O:36])[CH2:34][CH2:33]1.C(OCC)(=O)C.